Dataset: Full USPTO retrosynthesis dataset with 1.9M reactions from patents (1976-2016). Task: Predict the reactants needed to synthesize the given product. (1) Given the product [CH2:1]([N:8]1[CH2:12][C:11]([CH2:13][CH2:14][N:22]2[C@H:21]([C:29]3[C:11]([CH3:12])=[CH:10][CH:30]=[CH:31][N:32]=3)[CH2:26][CH2:25][CH2:24][C@@H:23]2[C:28]2[C:4]([CH3:5])=[CH:3][CH:2]=[CH:1][N:8]=2)=[CH:10][NH:9]1)[C:2]1[CH:7]=[CH:6][CH:5]=[CH:4][CH:3]=1, predict the reactants needed to synthesize it. The reactants are: [CH2:1]([N:8]1[CH2:12][C:11]([CH2:13][CH2:14]OS(C)(=O)=O)=[CH:10][NH:9]1)[C:2]1[CH:7]=[CH:6][CH:5]=[CH:4][CH:3]=1.C[C:21]1([CH3:29])[CH2:26][CH2:25][CH2:24][C:23]([CH3:28])(C)[NH:22]1.[CH3:30][C:31]#[N:32]. (2) Given the product [SH:2][C:4]1[CH:11]=[C:10]([C:12]2[CH:17]=[CH:16][C:15]([C:18]([F:19])([F:20])[F:21])=[CH:14][CH:13]=2)[CH:9]=[CH:8][C:5]=1[C:6]#[N:7], predict the reactants needed to synthesize it. The reactants are: C[S:2]([C:4]1[CH:11]=[C:10]([C:12]2[CH:17]=[CH:16][C:15]([C:18]([F:21])([F:20])[F:19])=[CH:14][CH:13]=2)[CH:9]=[CH:8][C:5]=1[C:6]#[N:7])=O. (3) The reactants are: [CH3:1][C:2]1[CH:7]=[C:6]([CH3:8])[N:5]=[CH:4][CH:3]=1.N([O-])=O.[Na+].[Cl-:13].[Na+].[OH-].[Na+]. Given the product [Cl:13][C:4]1[CH:3]=[C:2]([CH3:1])[CH:7]=[C:6]([CH3:8])[N:5]=1, predict the reactants needed to synthesize it.